Dataset: Full USPTO retrosynthesis dataset with 1.9M reactions from patents (1976-2016). Task: Predict the reactants needed to synthesize the given product. (1) The reactants are: CN(C)/[CH:3]=[C:4](\[F:15])/[C:5]([C:7]1[S:11][C:10]([NH:12][CH3:13])=[N:9][C:8]=1[CH3:14])=O.[NH:17]([C:21]1[CH:22]=[C:23]([S:27]([NH2:30])(=[O:29])=[O:28])[CH:24]=[CH:25][CH:26]=1)[C:18]([NH2:20])=[NH:19]. Given the product [F:15][C:4]1[C:5]([C:7]2[S:11][C:10]([NH:12][CH3:13])=[N:9][C:8]=2[CH3:14])=[N:19][C:18]([NH:17][C:21]2[CH:22]=[C:23]([S:27]([NH2:30])(=[O:28])=[O:29])[CH:24]=[CH:25][CH:26]=2)=[N:20][CH:3]=1, predict the reactants needed to synthesize it. (2) The reactants are: O1C2C=CC([C:10]3([C:13]([NH:15][C:16]4[CH:17]=[C:18]5[C:22](=[CH:23][CH:24]=4)[NH:21][C:20]([CH:25]4[CH2:30][CH2:29][CH2:28][CH2:27][N:26]4C(OC(C)(C)C)=O)=[CH:19]5)=[O:14])[CH2:12][CH2:11]3)=CC=2OC1.FC(F)(F)C(O)=O. Given the product [NH:26]1[CH2:27][CH2:28][CH2:29][CH2:30][CH:25]1[C:20]1[NH:21][C:22]2[C:18]([CH:19]=1)=[CH:17][C:16]([NH:15][C:13]([CH:10]1[CH2:12][CH2:11]1)=[O:14])=[CH:24][CH:23]=2, predict the reactants needed to synthesize it.